This data is from Forward reaction prediction with 1.9M reactions from USPTO patents (1976-2016). The task is: Predict the product of the given reaction. (1) Given the reactants [Br:1][C:2]1[CH:3]=[C:4](I)[C:5]([NH2:8])=[N:6][CH:7]=1.[C:10]([CH:12]1[CH2:17][CH2:16][CH2:15][CH2:14][CH2:13]1)#[CH:11], predict the reaction product. The product is: [Br:1][C:2]1[CH:3]=[C:4]([C:11]#[C:10][CH:12]2[CH2:17][CH2:16][CH2:15][CH2:14][CH2:13]2)[C:5]([NH2:8])=[N:6][CH:7]=1. (2) Given the reactants Cl[C:2]1[N:10]=[C:9](Cl)[CH:8]=[CH:7][C:3]=1[C:4]([NH2:6])=[O:5].C(O[C:17](=[O:24])[NH:18][C@H:19]1[CH2:23][CH2:22][NH:21][CH2:20]1)(C)(C)C.[F:25][C:26]1[CH:27]=[C:28]([NH2:32])[CH:29]=[N:30][CH:31]=1.[C:33](O)(=O)[CH:34]=C, predict the reaction product. The product is: [C:17]([NH:18][C@H:19]1[CH2:23][CH2:22][N:21]([C:9]2[CH:8]=[CH:7][C:3]([C:4]([NH2:6])=[O:5])=[C:2]([NH:32][C:28]3[CH:29]=[N:30][CH:31]=[C:26]([F:25])[CH:27]=3)[N:10]=2)[CH2:20]1)(=[O:24])[CH:33]=[CH2:34]. (3) Given the reactants [SH:1][CH:2]([CH2:6][CH2:7][CH2:8][CH2:9][CH2:10][CH2:11][CH2:12][CH2:13][CH3:14])[C:3]([OH:5])=[O:4].CO, predict the reaction product. The product is: [SH:1][CH:2]([CH2:6][CH2:7][CH2:8][CH2:9][CH2:10][CH2:11][CH2:12][CH2:13][CH3:14])[C:3]([OH:5])=[O:4].